Task: Predict the product of the given reaction.. Dataset: Forward reaction prediction with 1.9M reactions from USPTO patents (1976-2016) Given the reactants [ClH:1].[CH3:2][N:3]([CH2:5][CH2:6][CH2:7][CH:8]1[CH2:17][CH2:16][C:15]2[C:10](=[CH:11][CH:12]=[C:13]([O:18]C)[CH:14]=2)[CH2:9]1)[CH3:4].[OH-].[Na+].C(=O)([O-])[O-].[K+].[K+], predict the reaction product. The product is: [ClH:1].[CH3:2][N:3]([CH2:5][CH2:6][CH2:7][CH:8]1[CH2:17][CH2:16][C:15]2[C:10](=[CH:11][CH:12]=[C:13]([OH:18])[CH:14]=2)[CH2:9]1)[CH3:4].